Dataset: Forward reaction prediction with 1.9M reactions from USPTO patents (1976-2016). Task: Predict the product of the given reaction. (1) The product is: [F:20][CH2:19][CH2:18][O:1][CH2:2][C:3]1[CH:4]=[CH:5][C:6]([NH:10][C:11](=[O:16])[C:12]([CH3:13])([CH3:15])[CH3:14])=[N:7][C:8]=1[CH3:9]. Given the reactants [OH:1][CH2:2][C:3]1[CH:4]=[CH:5][C:6]([NH:10][C:11](=[O:16])[C:12]([CH3:15])([CH3:14])[CH3:13])=[N:7][C:8]=1[CH3:9].Br[CH2:18][CH2:19][F:20], predict the reaction product. (2) Given the reactants [NH2:1][S:2]([N:5]1[CH2:8][CH:7]([NH:9][C:10](=[O:16])[O:11][C:12]([CH3:15])([CH3:14])[CH3:13])[CH2:6]1)(=[O:4])=[O:3].C1(P(C2CCCCC2)C2C=CC=CC=2C2C(C(C)C)=CC(C(C)C)=CC=2C(C)C)CCCCC1.C(=O)([O-])[O-].[Cs+].[Cs+].COC1N=CN=CC=1.Cl[C:66]1[CH:71]=[C:70]([O:72][CH3:73])[N:69]=[C:68]([S:74][CH2:75][C:76]2[CH:81]=[CH:80][CH:79]=[C:78]([F:82])[C:77]=2[F:83])[N:67]=1.[Cl-].[NH4+], predict the reaction product. The product is: [F:83][C:77]1[C:78]([F:82])=[CH:79][CH:80]=[CH:81][C:76]=1[CH2:75][S:74][C:68]1[N:67]=[C:66]([NH:1][S:2]([N:5]2[CH2:8][CH:7]([NH:9][C:10](=[O:16])[O:11][C:12]([CH3:13])([CH3:15])[CH3:14])[CH2:6]2)(=[O:4])=[O:3])[CH:71]=[C:70]([O:72][CH3:73])[N:69]=1. (3) Given the reactants [CH3:1][CH:2]([CH2:5][C:6]1[CH:11]=[CH:10][C:9]2[O:12][CH2:13][O:14][C:8]=2[CH:7]=1)[CH:3]=[O:4].[C:15](O)(=[O:17])[CH3:16], predict the reaction product. The product is: [C:15]([O:4][CH:3]=[C:2]([CH3:1])[CH2:5][C:6]1[CH:11]=[CH:10][C:9]2[O:12][CH2:13][O:14][C:8]=2[CH:7]=1)(=[O:17])[CH3:16]. (4) Given the reactants C(=O)([O-])[O-].[Ca+2:5].[P:6](=[O:10])([OH:9])([OH:8])[OH:7], predict the reaction product. The product is: [P:6]([O-:10])([O-:9])([O-:8])=[O:7].[Ca+2:5].[P:6]([O-:10])([O-:9])([O-:8])=[O:7].[Ca+2:5].[Ca+2:5]. (5) Given the reactants O=O.[CH3:3][C:4](C)([O-])C.[K+].[C:9]([O:15][CH3:16])(=[O:14])[CH2:10][C:11]([CH3:13])=[O:12].C(I)C, predict the reaction product. The product is: [CH2:3]([CH:10]([C:11](=[O:12])[CH3:13])[C:9]([O:15][CH3:16])=[O:14])[CH3:4].